Dataset: Peptide-MHC class II binding affinity with 134,281 pairs from IEDB. Task: Regression. Given a peptide amino acid sequence and an MHC pseudo amino acid sequence, predict their binding affinity value. This is MHC class II binding data. (1) The peptide sequence is RRIEEICMKVFAQYI. The MHC is DRB1_1302 with pseudo-sequence DRB1_1302. The binding affinity (normalized) is 0.498. (2) The peptide sequence is DVEMTKEASREYEDK. The MHC is DRB1_0401 with pseudo-sequence DRB1_0401. The binding affinity (normalized) is 0.284.